This data is from TCR-epitope binding with 47,182 pairs between 192 epitopes and 23,139 TCRs. The task is: Binary Classification. Given a T-cell receptor sequence (or CDR3 region) and an epitope sequence, predict whether binding occurs between them. (1) The epitope is YFPLQSYGF. The TCR CDR3 sequence is CSERGQGDEQYF. Result: 0 (the TCR does not bind to the epitope). (2) The epitope is KAYNVTQAF. The TCR CDR3 sequence is CASSPDRGSYNEQFF. Result: 1 (the TCR binds to the epitope). (3) The epitope is TLIGDCATV. The TCR CDR3 sequence is CASSSTGPHEQYF. Result: 1 (the TCR binds to the epitope).